From a dataset of Catalyst prediction with 721,799 reactions and 888 catalyst types from USPTO. Predict which catalyst facilitates the given reaction. Reactant: C([O:3][C:4]([C:6]1[C:10]([C:11]2[CH:16]=[CH:15][CH:14]=[CH:13][CH:12]=2)=[CH:9][O:8][N:7]=1)=O)C.[BH4-].[Li+].C(O)(=O)C.O. Product: [OH:3][CH2:4][C:6]1[C:10]([C:11]2[CH:12]=[CH:13][CH:14]=[CH:15][CH:16]=2)=[CH:9][O:8][N:7]=1. The catalyst class is: 1.